Dataset: Forward reaction prediction with 1.9M reactions from USPTO patents (1976-2016). Task: Predict the product of the given reaction. (1) The product is: [F:11][C:12]([F:20])([F:21])[C:13]1[C:14]([C:15]([O:17][CH2:18][CH3:19])=[O:16])=[C:6]2[CH:7]=[CH:8][CH:9]=[CH:10][N:5]2[N:4]=1. Given the reactants [OH-].[K+].[I-].[NH2:4][N+:5]1[CH:10]=[CH:9][CH:8]=[CH:7][CH:6]=1.[F:11][C:12]([F:21])([F:20])[C:13]#[C:14][C:15]([O:17][CH2:18][CH3:19])=[O:16], predict the reaction product. (2) Given the reactants [Cl:1][C:2]1[C:7]([Cl:8])=[CH:6][C:5]([C:9](Cl)(Cl)[Cl:10])=[CH:4][N:3]=1.C(O)(=O)C, predict the reaction product. The product is: [Cl:1][C:2]1[C:7]([Cl:8])=[CH:6][C:5]([CH2:9][Cl:10])=[CH:4][N:3]=1. (3) Given the reactants Br[C:2]1[CH:3]=[C:4]([C:12]([O:14][CH3:15])=[O:13])[CH:5]=[C:6]([CH:11]=1)[C:7]([O:9][CH3:10])=[O:8].[CH:16]#[C:17][C:18]1[CH:23]=[CH:22][CH:21]=[CH:20][CH:19]=1.C(N(CC)CC)C.N1C=CC=CC=1, predict the reaction product. The product is: [C:18]1([C:17]#[C:16][C:2]2[CH:3]=[C:4]([C:12]([O:14][CH3:15])=[O:13])[CH:5]=[C:6]([CH:11]=2)[C:7]([O:9][CH3:10])=[O:8])[CH:23]=[CH:22][CH:21]=[CH:20][CH:19]=1. (4) Given the reactants [C:1]([C:3]1[CH:9]=[CH:8][C:6]([NH2:7])=[CH:5][CH:4]=1)#[CH:2].[C:10](OC(=O)C)(=[O:12])[CH3:11], predict the reaction product. The product is: [C:10]([NH:7][C:6]1[CH:8]=[CH:9][C:3]([C:1]#[CH:2])=[CH:4][CH:5]=1)(=[O:12])[CH3:11]. (5) Given the reactants [Cl:1][C:2]1[C:11]([N+:12]([O-:14])=[O:13])=[CH:10][C:5]2[NH:6][C:7](=O)[NH:8][C:4]=2[CH:3]=1.[C:15](=[O:18])([O-])[O-].[K+].[K+].I[CH3:22], predict the reaction product. The product is: [Cl:1][C:2]1[C:11]([N+:12]([O-:14])=[O:13])=[CH:10][C:5]2[N:6]([CH3:22])[C:15](=[O:18])[N:8]([CH3:7])[C:4]=2[CH:3]=1. (6) Given the reactants C([CH:3]([CH2:7][C:8](Cl)=[O:9])[C:4](Cl)=[O:5])C.N1C(C)=CC=C[C:12]=1[CH3:18].[H][H].[O:21]1CCCC1, predict the reaction product. The product is: [O:9]=[CH:8][CH2:7][CH2:3][C:4]([O:5][CH2:12][CH3:18])=[O:21]. (7) Given the reactants [F:1][C:2]1[CH:7]=[CH:6][C:5]([N:8]2[CH:12]=[CH:11][C:10]([Sn](CCCC)(CCCC)CCCC)=[N:9]2)=[CH:4][CH:3]=1.Cl[C:27]1[N:28]=[CH:29][C:30]([C:33]([O:35][CH3:36])=[O:34])=[N:31][CH:32]=1.[Li+].[Cl-], predict the reaction product. The product is: [F:1][C:2]1[CH:3]=[CH:4][C:5]([N:8]2[CH:12]=[CH:11][C:10]([C:27]3[N:28]=[CH:29][C:30]([C:33]([O:35][CH3:36])=[O:34])=[N:31][CH:32]=3)=[N:9]2)=[CH:6][CH:7]=1.